The task is: Regression/Classification. Given a drug SMILES string, predict its absorption, distribution, metabolism, or excretion properties. Task type varies by dataset: regression for continuous measurements (e.g., permeability, clearance, half-life) or binary classification for categorical outcomes (e.g., BBB penetration, CYP inhibition). Dataset: cyp2c9_veith.. This data is from CYP2C9 inhibition data for predicting drug metabolism from PubChem BioAssay. (1) The drug is COc1cccc2c1OC1(C)CC2/C(=C(\C)O)C(=O)N1. The result is 0 (non-inhibitor). (2) The compound is CC(C)NCCOCCSc1ccc(Cl)cc1.O=C(O)C(=O)O. The result is 0 (non-inhibitor). (3) The drug is Oc1ccc(/C=N/NC(=S)NCc2ccco2)cc1. The result is 1 (inhibitor). (4) The drug is c1ccc2[nH]c(-c3cscn3)nc2c1. The result is 0 (non-inhibitor). (5) The drug is CC(C)OC(=O)C(C)(C)Oc1ccc(C(=O)c2ccc(Cl)cc2)cc1. The result is 0 (non-inhibitor).